From a dataset of Catalyst prediction with 721,799 reactions and 888 catalyst types from USPTO. Predict which catalyst facilitates the given reaction. (1) Reactant: [Br:1][C:2]1[CH:3]=[C:4]([NH:12][CH:13]2[CH2:17][CH2:16][CH2:15][CH2:14]2)[C:5]([CH3:11])=[C:6]([CH:10]=1)[C:7]([O-:9])=[O:8].[C:18](=O)([O-])[O-].[Cs+].[Cs+].[CH2:24](I)[CH3:25]. Product: [Br:1][C:2]1[CH:3]=[C:4]([N:12]([CH:13]2[CH2:17][CH2:16][CH2:15][CH2:14]2)[CH2:24][CH3:25])[C:5]([CH3:11])=[C:6]([CH:10]=1)[C:7]([O:9][CH3:18])=[O:8]. The catalyst class is: 3. (2) Reactant: S(S([O-])=O)([O-])=O.[Na+].[Na+].C(=O)([O-])[O-].[Na+].[Na+].[CH2:15]([NH:19][S:20]([C:23]1[CH:28]=[CH:27][C:26]([N+:29]([O-])=O)=[CH:25][CH:24]=1)(=[O:22])=[O:21])[CH2:16][CH2:17][CH3:18]. Product: [NH2:29][C:26]1[CH:27]=[CH:28][C:23]([S:20]([NH:19][CH2:15][CH2:16][CH2:17][CH3:18])(=[O:22])=[O:21])=[CH:24][CH:25]=1. The catalyst class is: 72. (3) Reactant: [CH3:1][C:2]1([CH3:18])[CH2:15][C:14]([CH3:17])([CH3:16])[CH2:13][C:4]2([C@@H:10]([CH3:11])[CH2:9][C:8](=[O:12])[C@:5]32[O:7][CH2:6]3)[CH2:3]1.[H-].[Al+3].[Li+].[H-].[H-].[H-]. Product: [CH3:6][C@@:5]1([OH:7])[C:4]2([CH2:13][C:14]([CH3:16])([CH3:17])[CH2:15][C:2]([CH3:18])([CH3:1])[CH2:3]2)[C@H:10]([CH3:11])[CH2:9][C@@H:8]1[OH:12]. The catalyst class is: 28. (4) Reactant: [OH:1][CH2:2][CH2:3][N:4]1[CH2:9][CH2:8][NH:7][CH2:6][CH2:5]1.CCN(CC)CC.[C:17](O[C:17]([O:19][C:20]([CH3:23])([CH3:22])[CH3:21])=[O:18])([O:19][C:20]([CH3:23])([CH3:22])[CH3:21])=[O:18]. Product: [OH:1][CH2:2][CH2:3][N:4]1[CH2:9][CH2:8][N:7]([C:17]([O:19][C:20]([CH3:23])([CH3:22])[CH3:21])=[O:18])[CH2:6][CH2:5]1. The catalyst class is: 2. (5) Reactant: [NH:1]1[CH2:6][CH2:5][CH:4]([NH:7][C:8]2[N:9]=[C:10]3[C:16]([C:17]([NH:19][CH2:20][C:21]#[CH:22])=[O:18])=[CH:15][NH:14][C:11]3=[N:12][CH:13]=2)[CH2:3][CH2:2]1.CCN(C(C)C)C(C)C.[C:32](Cl)(=[O:35])[CH:33]=[CH2:34]. Product: [C:32]([N:1]1[CH2:6][CH2:5][CH:4]([NH:7][C:8]2[N:9]=[C:10]3[C:16]([C:17]([NH:19][CH2:20][C:21]#[CH:22])=[O:18])=[CH:15][NH:14][C:11]3=[N:12][CH:13]=2)[CH2:3][CH2:2]1)(=[O:35])[CH:33]=[CH2:34]. The catalyst class is: 20. (6) The catalyst class is: 11. Product: [Br:11][C:12]1[CH:17]=[CH:16][C:15]([O:18][CH2:29][CH2:28][N:25]2[CH2:26][CH2:27][N:22]([CH3:21])[CH2:23][CH2:24]2)=[C:14]([Cl:19])[C:13]=1[Cl:20]. Reactant: BrC1C(O)=C(Cl)C(Cl)=CC=1.[Br:11][C:12]1[CH:17]=[CH:16][C:15]([OH:18])=[C:14]([Cl:19])[C:13]=1[Cl:20].[CH3:21][N:22]1[CH2:27][CH2:26][N:25]([CH2:28][CH2:29]O)[CH2:24][CH2:23]1.C1C=CC(P(C2C=CC=CC=2)C2C=CC=CC=2)=CC=1.N(C(OC(C)(C)C)=O)=NC(OC(C)(C)C)=O. (7) Reactant: BrC1N2C=CN=C2C([NH:11][C:12]2[CH:17]=[CH:16][C:15]([O:18][CH2:19][CH2:20][N:21]3[CH2:26][CH2:25][O:24][CH2:23][CH2:22]3)=[CH:14][CH:13]=2)=NC=1.CC1(C)C(C)(C)OB(C2C=NNC=2)O1.C([O-])([O-])=O.[Na+].[Na+]. Product: [N:21]1([CH2:20][CH2:19][O:18][C:15]2[CH:16]=[CH:17][C:12]([NH2:11])=[CH:13][CH:14]=2)[CH2:26][CH2:25][O:24][CH2:23][CH2:22]1. The catalyst class is: 77. (8) Reactant: [Br:1][C:2]1[C:10]2[C:5](=[CH:6][C:7]([N+:11]([O-])=O)=[CH:8][CH:9]=2)[N:4]([S:14]([C:17]2[CH:22]=[CH:21][CH:20]=[CH:19][CH:18]=2)(=[O:16])=[O:15])[CH:3]=1.O.[Sn](Cl)Cl. Product: [Br:1][C:2]1[C:10]2[C:5](=[CH:6][C:7]([NH2:11])=[CH:8][CH:9]=2)[N:4]([S:14]([C:17]2[CH:22]=[CH:21][CH:20]=[CH:19][CH:18]=2)(=[O:16])=[O:15])[CH:3]=1. The catalyst class is: 40. (9) Reactant: C(OC([N:8]1[CH2:12][CH:11]([CH2:13][N:14]([C:22]([CH:24]2[C:33]3[C:28](=[CH:29][CH:30]=[CH:31][CH:32]=3)[NH:27][C:26](=[O:34])[CH2:25]2)=[O:23])[CH2:15][C:16]2[CH:21]=[CH:20][N:19]=[CH:18][CH:17]=2)[CH:10]([CH2:35][C:36]2[CH:41]=[C:40]([F:42])[CH:39]=[C:38]([F:43])[CH:37]=2)[CH2:9]1)=O)(C)(C)C.CC#N.O.CC#N. Product: [F:43][C:38]1[CH:37]=[C:36]([CH:41]=[C:40]([F:42])[CH:39]=1)[CH2:35][CH:10]1[CH2:9][NH:8][CH2:12][CH:11]1[CH2:13][N:14]([CH2:15][C:16]1[CH:21]=[CH:20][N:19]=[CH:18][CH:17]=1)[C:22]([CH:24]1[C:33]2[C:28](=[CH:29][CH:30]=[CH:31][CH:32]=2)[NH:27][C:26](=[O:34])[CH2:25]1)=[O:23]. The catalyst class is: 6. (10) Reactant: [Cl:1][C:2]1[CH:7]=[CH:6][CH:5]=[CH:4][C:3]=1[C:8]1[C:35](=[O:36])[N:34]([CH3:37])[C:11]2[N:12]=[C:13]([NH:16][C:17]3[CH:26]=[CH:25][CH:24]=[C:23]4[C:18]=3[CH2:19][CH2:20][N:21](C(OC(C)(C)C)=O)[CH2:22]4)[N:14]=[CH:15][C:10]=2[CH:9]=1.C(O)(C(F)(F)F)=O. Product: [Cl:1][C:2]1[CH:7]=[CH:6][CH:5]=[CH:4][C:3]=1[C:8]1[C:35](=[O:36])[N:34]([CH3:37])[C:11]2[N:12]=[C:13]([NH:16][C:17]3[CH:26]=[CH:25][CH:24]=[C:23]4[C:18]=3[CH2:19][CH2:20][NH:21][CH2:22]4)[N:14]=[CH:15][C:10]=2[CH:9]=1. The catalyst class is: 2.